This data is from Forward reaction prediction with 1.9M reactions from USPTO patents (1976-2016). The task is: Predict the product of the given reaction. (1) Given the reactants [CH2:1]([N:3]([CH2:11][CH3:12])[C:4]1[CH:5]=[C:6]([OH:10])[CH:7]=[CH:8][CH:9]=1)[CH3:2].[Cl:13][C:14]1[CH:15]=[C:16]([N+:21]([O-])=O)[CH:17]=[CH:18][C:19]=1F.C(=O)([O-])[O-].[K+].[K+].C(NC(=O)C1C=C(C(F)(F)F)C=C(OC2C=CC(NC3C4N(CCOCCO)C=CC=4N=CN=3)=CC=2Cl)C=1)(C)(C)C, predict the reaction product. The product is: [NH2:21][C:16]1[CH:17]=[CH:18][C:19]([O:10][C:6]2[CH:5]=[C:4]([CH:9]=[CH:8][CH:7]=2)[N:3]([CH2:1][CH3:2])[CH2:11][CH3:12])=[C:14]([Cl:13])[CH:15]=1. (2) Given the reactants [C:1]([C:3]1[CH:29]=[CH:28][C:6]([O:7][CH2:8][C@@H:9]([NH:20]C(=O)OC(C)(C)C)[CH2:10][N:11]2[CH2:18][CH:17]3[O:19][CH:13]([CH2:14][NH:15][CH2:16]3)[CH2:12]2)=[CH:5][CH:4]=1)#[N:2].Br[CH2:31][CH2:32][N:33]1[CH:37]=[CH:36][CH:35]=[CH:34]1.C(=O)([O-])[O-].[K+].[K+], predict the reaction product. The product is: [NH2:20][C@@H:9]([CH2:10][N:11]1[CH2:18][CH:17]2[O:19][CH:13]([CH2:14][N:15]([CH2:31][CH2:32][N:33]3[CH:37]=[CH:36][CH:35]=[CH:34]3)[CH2:16]2)[CH2:12]1)[CH2:8][O:7][C:6]1[CH:28]=[CH:29][C:3]([C:1]#[N:2])=[CH:4][CH:5]=1. (3) Given the reactants [NH2:1][C:2]1[N:7]=[C:6]([NH2:8])[C:5]([O:9][CH2:10][CH2:11][CH2:12][O:13][C:14]2[C:23]3[C:18](=[CH:19][CH:20]=[C:21]([O:24][CH2:25][CH2:26][CH2:27][C:28]([O:30]CC)=[O:29])[CH:22]=3)[N:17]=[C:16]([CH3:33])[CH:15]=2)=[C:4]([CH2:34][CH3:35])[N:3]=1.[OH-].[K+].Cl, predict the reaction product. The product is: [NH2:1][C:2]1[N:7]=[C:6]([NH2:8])[C:5]([O:9][CH2:10][CH2:11][CH2:12][O:13][C:14]2[C:23]3[C:18](=[CH:19][CH:20]=[C:21]([O:24][CH2:25][CH2:26][CH2:27][C:28]([OH:30])=[O:29])[CH:22]=3)[N:17]=[C:16]([CH3:33])[CH:15]=2)=[C:4]([CH2:34][CH3:35])[N:3]=1. (4) Given the reactants [CH3:1][O:2][N:3]([CH3:28])[C:4]([C:6]1[C:11]([NH:12][S:13]([C:16]2[CH:21]=[CH:20][C:19]([Cl:22])=[C:18]([C:23]([F:26])([F:25])[F:24])[CH:17]=2)(=[O:15])=[O:14])=[CH:10][C:9]([CH3:27])=[CH:8][N:7]=1)=[O:5].C(=O)([O-])[O-].[K+].[K+].[CH3:35][O:36][CH2:37]Cl, predict the reaction product. The product is: [CH3:1][O:2][N:3]([CH3:28])[C:4]([C:6]1[C:11]([N:12]([S:13]([C:16]2[CH:21]=[CH:20][C:19]([Cl:22])=[C:18]([C:23]([F:26])([F:24])[F:25])[CH:17]=2)(=[O:15])=[O:14])[CH2:35][O:36][CH3:37])=[CH:10][C:9]([CH3:27])=[CH:8][N:7]=1)=[O:5].